From a dataset of Forward reaction prediction with 1.9M reactions from USPTO patents (1976-2016). Predict the product of the given reaction. (1) Given the reactants [F:1][C:2]1[CH:7]=[C:6]([F:8])[CH:5]=[CH:4][C:3]=1[C:9]1[S:13][C:12]([N:14]([C:21]([C@H:23]2[CH2:28][CH2:27][C@H:26]([CH3:29])[CH2:25][CH2:24]2)=[O:22])[CH:15]2[CH2:20][CH2:19][O:18][CH2:17][CH2:16]2)=[C:11]([C:30]([O:32]C)=[O:31])[CH:10]=1.[OH-].[Li+].Cl, predict the reaction product. The product is: [F:1][C:2]1[CH:7]=[C:6]([F:8])[CH:5]=[CH:4][C:3]=1[C:9]1[S:13][C:12]([N:14]([C:21]([C@H:23]2[CH2:28][CH2:27][C@H:26]([CH3:29])[CH2:25][CH2:24]2)=[O:22])[CH:15]2[CH2:20][CH2:19][O:18][CH2:17][CH2:16]2)=[C:11]([C:30]([OH:32])=[O:31])[CH:10]=1. (2) Given the reactants [F:1][C:2]1[C:10]([CH3:11])=[CH:9][CH:8]=[CH:7][C:3]=1[C:4]([OH:6])=[O:5].S(Cl)(Cl)=O.[CH3:16]O, predict the reaction product. The product is: [F:1][C:2]1[C:10]([CH3:11])=[CH:9][CH:8]=[CH:7][C:3]=1[C:4]([O:6][CH3:16])=[O:5]. (3) Given the reactants [F:1][C:2]1[CH:10]=[CH:9][C:5]2[CH:6]=[CH:7][O:8][C:4]=2[C:3]=1[C:11]1[C:12](=[O:33])[NH:13][C:14](=[O:32])[C:15]=1[C:16]1[C:24]2[C:19](=[CH:20][CH:21]=[CH:22][CH:23]=2)[N:18]([CH:25]2[CH2:30][CH2:29][C:28](=[O:31])[CH2:27][CH2:26]2)[CH:17]=1.[BH4-].[Na+], predict the reaction product. The product is: [F:1][C:2]1[CH:10]=[CH:9][C:5]2[CH:6]=[CH:7][O:8][C:4]=2[C:3]=1[C:11]1[C:12](=[O:33])[NH:13][C:14](=[O:32])[C:15]=1[C:16]1[C:24]2[C:19](=[CH:20][CH:21]=[CH:22][CH:23]=2)[N:18]([C@H:25]2[CH2:26][CH2:27][C@@H:28]([OH:31])[CH2:29][CH2:30]2)[CH:17]=1.[F:1][C:2]1[CH:10]=[CH:9][C:5]2[CH:6]=[CH:7][O:8][C:4]=2[C:3]=1[C:11]1[C:12](=[O:33])[NH:13][C:14](=[O:32])[C:15]=1[C:16]1[C:24]2[C:19](=[CH:20][CH:21]=[CH:22][CH:23]=2)[N:18]([C@H:25]2[CH2:26][CH2:27][C@H:28]([OH:31])[CH2:29][CH2:30]2)[CH:17]=1. (4) The product is: [NH2:1][C:2]1[CH:3]=[CH:4][C:5]([C:8]2([C:11]#[N:12])[CH2:9][CH2:10]2)=[CH:6][C:7]=1[Br:20]. Given the reactants [NH2:1][C:2]1[CH:7]=[CH:6][C:5]([C:8]2([C:11]#[N:12])[CH2:10][CH2:9]2)=[CH:4][CH:3]=1.C1C(=O)N([Br:20])C(=O)C1, predict the reaction product. (5) Given the reactants [C:1](Cl)(=[O:3])[CH3:2].[Cl:5][CH2:6][C@H:7]1[C:15]2[C:14]3[CH:16]=[CH:17][CH:18]=[CH:19][C:13]=3[C:12]([OH:20])=[CH:11][C:10]=2[N:9]([C:21]([O:23][C:24]([CH3:27])([CH3:26])[CH3:25])=[O:22])[CH2:8]1.N1C=CC=CC=1, predict the reaction product. The product is: [C:1]([O:20][C:12]1[C:13]2[CH:19]=[CH:18][CH:17]=[CH:16][C:14]=2[C:15]2[C@H:7]([CH2:6][Cl:5])[CH2:8][N:9]([C:21]([O:23][C:24]([CH3:27])([CH3:26])[CH3:25])=[O:22])[C:10]=2[CH:11]=1)(=[O:3])[CH3:2].